Dataset: Forward reaction prediction with 1.9M reactions from USPTO patents (1976-2016). Task: Predict the product of the given reaction. (1) The product is: [Cl:1][C:2]1[C:3]([CH3:24])=[C:4]([CH2:8][N:9]2[C:10]3[N:11]=[C:12]([N:18]4[CH2:19][CH2:20][O:21][CH2:22][CH2:23]4)[S:13][C:14]=3[C:15](=[O:16])[N:17]=[C:33]2[CH2:32][S:25][C:26]2[CH:31]=[CH:30][CH:29]=[CH:28][CH:27]=2)[CH:5]=[CH:6][CH:7]=1. Given the reactants [Cl:1][C:2]1[C:3]([CH3:24])=[C:4]([CH2:8][NH:9][C:10]2[N:11]=[C:12]([N:18]3[CH2:23][CH2:22][O:21][CH2:20][CH2:19]3)[S:13][C:14]=2[C:15]([NH2:17])=[O:16])[CH:5]=[CH:6][CH:7]=1.[S:25]([CH2:32][C:33](Cl)=O)[C:26]1[CH:31]=[CH:30][CH:29]=[CH:28][CH:27]=1, predict the reaction product. (2) Given the reactants [CH3:1][CH:2]([N:4]1[C:11](=[O:12])[CH2:10][CH2:9][C@H:5]1[C:6]([OH:8])=O)[CH3:3].ON1C2C=CC=CC=2N=N1.[Cl:23][C:24]1[CH:29]=[C:28]([F:30])[CH:27]=[CH:26][C:25]=1[CH2:31][NH2:32].Cl.CN(C)CCCN=C=NCC, predict the reaction product. The product is: [Cl:23][C:24]1[CH:29]=[C:28]([F:30])[CH:27]=[CH:26][C:25]=1[CH2:31][NH:32][C:6](=[O:8])[C@@H:5]1[CH2:9][CH2:10][C:11](=[O:12])[N:4]1[CH:2]([CH3:1])[CH3:3].